This data is from Forward reaction prediction with 1.9M reactions from USPTO patents (1976-2016). The task is: Predict the product of the given reaction. (1) The product is: [F:1][C:2]1[CH:11]=[C:10]([F:12])[CH:9]=[C:8]2[C:3]=1[CH:4]([O:13][C:14]1[C:22]3[N:21]=[C:20]([CH3:23])[NH:19][C:18]=3[CH:17]=[C:16]([C:34]([N:36]([CH3:37])[CH3:38])=[O:35])[CH:15]=1)[CH2:5][CH2:6][O:7]2. Given the reactants [F:1][C:2]1[CH:11]=[C:10]([F:12])[CH:9]=[C:8]2[C:3]=1[CH:4]([O:13][C:14]1[C:22]3[N:21]=[C:20]([CH3:23])[N:19](S(C4C=CC(C)=CC=4)(=O)=O)[C:18]=3[CH:17]=[C:16]([C:34]([N:36]([CH3:38])[CH3:37])=[O:35])[CH:15]=1)[CH2:5][CH2:6][O:7]2.[OH-].[Na+], predict the reaction product. (2) Given the reactants [O:1]=[CH:2][CH:3]=[C:4]1[O:10][CH:9]2[N:6]([C:7](=[O:11])[CH2:8]2)[CH:5]1[C:12]([O:14][CH2:15]C1C=CC=CC=1)=[O:13], predict the reaction product. The product is: [O:1]=[CH:2][CH:3]=[C:4]1[O:10][CH:9]2[N:6]([C:7](=[O:11])[CH2:8]2)[CH:5]1[C:12]([O:14][CH3:15])=[O:13]. (3) Given the reactants Br[C:2]1[CH:3]=[N:4][CH:5]=[C:6]2[C:11]=1[N:10]=[CH:9][CH:8]=[CH:7]2.[NH:12]1[CH2:17][CH2:16][NH:15][CH2:14][CH2:13]1.CC(C)([O-])C.[Na+].P(C(C)(C)C)(C(C)(C)C)C(C)(C)C, predict the reaction product. The product is: [N:12]1([C:2]2[CH:3]=[N:4][CH:5]=[C:6]3[C:11]=2[N:10]=[CH:9][CH:8]=[CH:7]3)[CH2:17][CH2:16][NH:15][CH2:14][CH2:13]1. (4) Given the reactants [F:1][C:2]1[CH:3]=[C:4]2[C:8](=[CH:9][CH:10]=1)[NH:7][C:6]([C:11]1[O:15][N:14]=[C:13]([CH3:16])[N:12]=1)=[CH:5]2.[C:17]([O:21][C:22]([NH:24][CH2:25][C:26]1[CH:31]=[CH:30][C:29](B(O)O)=[CH:28][CH:27]=1)=[O:23])([CH3:20])([CH3:19])[CH3:18].C(N(CC)C(C)C)(C)C, predict the reaction product. The product is: [C:17]([O:21][C:22](=[O:23])[NH:24][CH2:25][C:26]1[CH:27]=[CH:28][C:29]([N:7]2[C:8]3[C:4](=[CH:3][C:2]([F:1])=[CH:10][CH:9]=3)[CH:5]=[C:6]2[C:11]2[O:15][N:14]=[C:13]([CH3:16])[N:12]=2)=[CH:30][CH:31]=1)([CH3:20])([CH3:18])[CH3:19]. (5) Given the reactants [C:1]12([C:11]3[CH:12]=[C:13]([C:19]4[CH:20]=[C:21]([CH:24]=[CH:25][CH:26]=4)[CH:22]=O)[CH:14]=[C:15]([F:18])[C:16]=3[OH:17])[CH2:10][CH:5]3[CH2:6][CH:7]([CH2:9][CH:3]([CH2:4]3)[CH2:2]1)[CH2:8]2.[S:27]1[CH2:33][C:31](=[O:32])[NH:30][C:28]1=S.[CH3:34][N:35]1[CH2:40][CH2:39][NH:38][CH2:37][CH2:36]1, predict the reaction product. The product is: [C:1]12([C:11]3[CH:12]=[C:13]([C:19]4[CH:20]=[C:21]([CH:24]=[CH:25][CH:26]=4)[CH:22]=[C:33]4[S:27][C:28]([N:38]5[CH2:39][CH2:40][N:35]([CH3:34])[CH2:36][CH2:37]5)=[N:30][C:31]4=[O:32])[CH:14]=[C:15]([F:18])[C:16]=3[OH:17])[CH2:10][CH:5]3[CH2:4][CH:3]([CH2:9][CH:7]([CH2:6]3)[CH2:8]1)[CH2:2]2. (6) The product is: [CH3:33][O:34][C:35]1[CH:42]=[CH:41][C:38]([CH2:39][NH:40][C:16]([C:10]2[C:9](=[O:19])[C:8]3[C:13](=[CH:14][CH:15]=[C:6]([N:1]4[CH2:2][CH2:3][CH2:4][CH2:5]4)[N:7]=3)[NH:12][CH:11]=2)=[O:18])=[CH:37][CH:36]=1. Given the reactants [N:1]1([C:6]2[N:7]=[C:8]3[C:13](=[CH:14][CH:15]=2)[NH:12][CH:11]=[C:10]([C:16]([OH:18])=O)[C:9]3=[O:19])[CH2:5][CH2:4][CH2:3][CH2:2]1.C(N(CC)CC)C.ClC(OCC)=O.[CH3:33][O:34][C:35]1[CH:42]=[CH:41][C:38]([CH2:39][NH2:40])=[CH:37][CH:36]=1, predict the reaction product. (7) The product is: [CH3:52][CH2:51][CH2:50][CH2:49][CH2:48][CH2:56][CH2:57][CH2:58][O:59][C:4]1[CH:26]=[CH:25][C:7]([C:8]([C:10]2[CH:11]=[CH:21][CH:22]=[CH:23][CH:24]=2)=[O:9])=[C:6]([OH:27])[CH:5]=1. Given the reactants C(N(CC)[C:4]1[CH:26]=[CH:25][C:7]([C:8]([C:10]2[CH:24]=[CH:23][CH:22]=[CH:21][C:11]=2C(OCCCCCC)=O)=[O:9])=[C:6]([OH:27])[CH:5]=1)C.CCCCC(COC(C1C=CC=CC=1O)=O)CC.[CH2:48]([C:56](C1C=CC=CC=1)=[C:57](OC)[C:58]([O-])=[O:59])[CH2:49][CH2:50][CH2:51][CH2:52]CCC, predict the reaction product. (8) Given the reactants [N:1]1[CH:6]=[CH:5][C:4]([CH2:7][CH2:8][NH:9][C:10](=[O:46])[CH:11]=[CH:12][C:13]2[CH:18]=[CH:17][C:16]([N:19]([CH2:32][C:33]3[CH:38]=[CH:37][CH:36]=[C:35]([O:39]C4CCCCO4)[CH:34]=3)[S:20]([C:23]3[C:28]([CH3:29])=[CH:27][C:26]([CH3:30])=[CH:25][C:24]=3[CH3:31])(=[O:22])=[O:21])=[CH:15][CH:14]=2)=[CH:3][CH:2]=1.Cl.C(=O)(O)[O-].[Na+], predict the reaction product. The product is: [OH:39][C:35]1[CH:34]=[C:33]([CH:38]=[CH:37][CH:36]=1)[CH2:32][N:19]([S:20]([C:23]1[C:28]([CH3:29])=[CH:27][C:26]([CH3:30])=[CH:25][C:24]=1[CH3:31])(=[O:22])=[O:21])[C:16]1[CH:15]=[CH:14][C:13]([CH:12]=[CH:11][C:10]([NH:9][CH2:8][CH2:7][C:4]2[CH:5]=[CH:6][N:1]=[CH:2][CH:3]=2)=[O:46])=[CH:18][CH:17]=1. (9) Given the reactants O.[NH2:2][NH2:3].[CH2:4]([O:6][C:7](=[O:16])[C:8](=O)[CH2:9][C:10](=O)[CH2:11][CH2:12][CH3:13])[CH3:5], predict the reaction product. The product is: [CH2:4]([O:6][C:7]([C:8]1[NH:2][N:3]=[C:10]([CH2:11][CH2:12][CH3:13])[CH:9]=1)=[O:16])[CH3:5].